From a dataset of Forward reaction prediction with 1.9M reactions from USPTO patents (1976-2016). Predict the product of the given reaction. (1) Given the reactants [CH2:1]([C:4]1[CH:11]=[CH:10][C:7]([CH:8]=O)=[CH:6][CH:5]=1)[CH2:2][CH3:3].C(O)(=O)[CH2:13][C:14]([OH:16])=[O:15].N1C=CC=CC=1, predict the reaction product. The product is: [CH2:1]([C:4]1[CH:11]=[CH:10][C:7]([CH:8]=[CH:13][C:14]([OH:16])=[O:15])=[CH:6][CH:5]=1)[CH2:2][CH3:3]. (2) Given the reactants [NH2:1][C:2]1[C:15]2[C:6](=[CH:7][C:8]3[C:9]4[C:14]=2[C:13](=[O:16])[N:12]([CH2:17][CH2:18][N:19]([CH3:21])[CH3:20])[C:11](=[O:22])[C:10]=4[CH:23]=[CH:24][CH:25]=3)[CH:5]=[CH:4][CH:3]=1.[F:26][C:27]([F:39])([F:38])[O:28][C:29]1[CH:34]=[CH:33][C:32]([N:35]=[C:36]=[S:37])=[CH:31][CH:30]=1, predict the reaction product. The product is: [CH3:21][N:19]([CH3:20])[CH2:18][CH2:17][N:12]1[C:11](=[O:22])[C:10]2[CH:23]=[CH:24][CH:25]=[C:8]3[C:9]=2[C:14](=[C:15]2[C:2]([NH:1][C:36]([NH:35][C:32]4[CH:33]=[CH:34][C:29]([O:28][C:27]([F:26])([F:38])[F:39])=[CH:30][CH:31]=4)=[S:37])=[CH:3][CH:4]=[CH:5][C:6]2=[CH:7]3)[C:13]1=[O:16]. (3) Given the reactants [Cl:1][C:2]1[CH:3]=[CH:4][C:5]([OH:25])=[C:6]([CH:24]=1)[C:7]([NH:9][C:10]1[CH:15]=[C:14]([C:16]([F:19])([F:18])[F:17])[CH:13]=[C:12]([C:20]([F:23])([F:22])[F:21])[CH:11]=1)=[O:8].Cl[CH2:27][O:28][C:29]([N:31]([CH2:38][C:39]([O:41][CH2:42][CH3:43])=[O:40])[CH2:32][C:33]([O:35][CH2:36][CH3:37])=[O:34])=[O:30], predict the reaction product. The product is: [CH2:36]([O:35][C:33]([CH2:32][N:31]([CH2:38][C:39]([O:41][CH2:42][CH3:43])=[O:40])[C:29]([O:28][CH2:27][O:25][C:5]1[CH:4]=[CH:3][C:2]([Cl:1])=[CH:24][C:6]=1[C:7]([NH:9][C:10]1[CH:15]=[C:14]([C:16]([F:19])([F:18])[F:17])[CH:13]=[C:12]([C:20]([F:21])([F:22])[F:23])[CH:11]=1)=[O:8])=[O:30])=[O:34])[CH3:37]. (4) Given the reactants [CH2:1]([O:8][C:9]1[CH:14]=[CH:13][C:12]([C:15]2[N:19]([C:20]3[CH:25]=[CH:24][C:23]([Cl:26])=[CH:22][C:21]=3[CH3:27])[N:18]=[C:17]([C:28]([O:30]CC)=[O:29])[C:16]=2[CH3:33])=[CH:11][CH:10]=1)[C:2]1[CH:7]=[CH:6][CH:5]=[CH:4][CH:3]=1.[OH-].[Na+], predict the reaction product. The product is: [CH2:1]([O:8][C:9]1[CH:10]=[CH:11][C:12]([C:15]2[N:19]([C:20]3[CH:25]=[CH:24][C:23]([Cl:26])=[CH:22][C:21]=3[CH3:27])[N:18]=[C:17]([C:28]([OH:30])=[O:29])[C:16]=2[CH3:33])=[CH:13][CH:14]=1)[C:2]1[CH:7]=[CH:6][CH:5]=[CH:4][CH:3]=1. (5) Given the reactants [Cl:1][C:2]1[C:3]([O:29][C@H:30]2[CH2:35][CH2:34][CH2:33][CH2:32][C@@H:31]2[C:36]2[N:40]([CH3:41])[N:39]=[CH:38][CH:37]=2)=[CH:4][C:5]([F:28])=[C:6]([S:8]([N:11](CC2C=CC(OC)=CC=2OC)[C:12]2[S:13][CH:14]=[N:15][N:16]=2)(=[O:10])=[O:9])[CH:7]=1.C([SiH](CC)CC)C.FC(F)(F)C(O)=O, predict the reaction product. The product is: [Cl:1][C:2]1[C:3]([O:29][C@H:30]2[CH2:35][CH2:34][CH2:33][CH2:32][C@@H:31]2[C:36]2[N:40]([CH3:41])[N:39]=[CH:38][CH:37]=2)=[CH:4][C:5]([F:28])=[C:6]([S:8]([NH:11][C:12]2[S:13][CH:14]=[N:15][N:16]=2)(=[O:9])=[O:10])[CH:7]=1. (6) Given the reactants I[C:2]1[N:7]=[C:6]([O:8][CH3:9])[C:5]([O:10][CH3:11])=[CH:4][CH:3]=1.P(C(C)(C)C)(C(C)(C)C)C(C)(C)C.C[Si]([CH2:29][C:30]#[N:31])(C)C.Cl, predict the reaction product. The product is: [CH3:11][O:10][C:5]1[CH:4]=[CH:3][C:2]([CH2:29][CH2:30][NH2:31])=[N:7][C:6]=1[O:8][CH3:9].